From a dataset of Catalyst prediction with 721,799 reactions and 888 catalyst types from USPTO. Predict which catalyst facilitates the given reaction. (1) Reactant: Br[C:2]1[CH:7]=[CH:6][C:5]([NH:8][C:9]([C:11]2[NH:12][CH:13]=[C:14]([C:16]#[N:17])[N:15]=2)=[O:10])=[C:4]([C:18]2[CH2:23][CH2:22][CH2:21][CH2:20][CH:19]=2)[CH:3]=1.[S:24]1[CH2:29][CH2:28][C:27](=[O:30])[CH2:26][CH2:25]1. Product: [C:18]1([C:4]2[CH:3]=[C:2]([C:27]3([OH:30])[CH2:28][CH2:29][S:24][CH2:25][CH2:26]3)[CH:7]=[CH:6][C:5]=2[NH:8][C:9]([C:11]2[NH:12][CH:13]=[C:14]([C:16]#[N:17])[N:15]=2)=[O:10])[CH2:23][CH2:22][CH2:21][CH2:20][CH:19]=1. The catalyst class is: 100. (2) Reactant: [NH:1]([C:3]([CH:5]1[CH2:10][CH2:9][N:8]([C:11]([O:13][C:14]([CH3:17])([CH3:16])[CH3:15])=[O:12])[CH2:7][CH2:6]1)=[O:4])[NH2:2].[C:18](N1C=CN=C1)(N1C=CN=C1)=[S:19].[CH3:30]I. Product: [CH3:30][S:19][C:18]1[O:4][C:3]([CH:5]2[CH2:10][CH2:9][N:8]([C:11]([O:13][C:14]([CH3:17])([CH3:16])[CH3:15])=[O:12])[CH2:7][CH2:6]2)=[N:1][N:2]=1. The catalyst class is: 3. (3) Reactant: [OH:1][C:2]1[C:3]([C:13]([O:15][CH3:16])=[O:14])=[CH:4][C:5]2[C:10]([C:11]=1[CH3:12])=[CH:9][CH:8]=[CH:7][CH:6]=2.[CH2:17](I)[CH2:18][CH3:19].C(=O)([O-])[O-].[K+].[K+]. Product: [CH3:12][C:11]1[C:10]2[C:5](=[CH:6][CH:7]=[CH:8][CH:9]=2)[CH:4]=[C:3]([C:13]([O:15][CH3:16])=[O:14])[C:2]=1[O:1][CH2:17][CH2:18][CH3:19]. The catalyst class is: 131. (4) Reactant: C([O:4][C@@H:5]1[C@@H:27]([O:28]C(=O)C)[C@H:26]([O:32]C(=O)C)[C@@H:25]([CH2:36][O:37]C(=O)C)[O:24][C@H:6]1[O:7][C:8]1[CH:13]=[C:12]([NH2:14])[CH:11]=[CH:10][C:9]=1[CH2:15][C:16]1[CH:21]=[CH:20][C:19]([CH2:22][CH3:23])=[CH:18][CH:17]=1)(=O)C.C[O-].[Na+]. Product: [O:7]([C:8]1[CH:13]=[C:12]([NH2:14])[CH:11]=[CH:10][C:9]=1[CH2:15][C:16]1[CH:21]=[CH:20][C:19]([CH2:22][CH3:23])=[CH:18][CH:17]=1)[C@@H:6]1[O:24][C@H:25]([CH2:36][OH:37])[C@@H:26]([OH:32])[C@H:27]([OH:28])[C@H:5]1[OH:4]. The catalyst class is: 5. (5) Product: [Br:1][C:10]1[CH:9]=[C:8]([C:11]2[CH:16]=[CH:15][C:14]([C:17]([O:19][CH2:20][CH3:21])=[O:18])=[CH:13][CH:12]=2)[CH:7]=[CH:6][C:5]=1[O:4][CH3:3]. The catalyst class is: 53. Reactant: [Br:1]Br.[CH3:3][O:4][C:5]1[CH:10]=[CH:9][C:8]([C:11]2[CH:16]=[CH:15][C:14]([C:17]([O:19][CH2:20][CH3:21])=[O:18])=[CH:13][CH:12]=2)=[CH:7][CH:6]=1. (6) Reactant: [N+:1]([C:4]1[CH:9]=[CH:8][C:7]([N:10]2[CH:14]=[CH:13][C:12]([C:15](O)=[O:16])=[C:11]2[C:18]2[CH:23]=[CH:22][CH:21]=[CH:20][CH:19]=2)=[CH:6][CH:5]=1)([O-:3])=[O:2].[C:24]([O:28][C:29]([N:31]1[CH2:36][CH2:35][NH:34][CH:33]([CH2:37][C:38]2[CH:43]=[CH:42][CH:41]=[CH:40][CH:39]=2)[CH2:32]1)=[O:30])([CH3:27])([CH3:26])[CH3:25].CCN=C=NCCCN(C)C.Cl.C1C=CC2N(O)N=NC=2C=1.C(=O)(O)[O-].[Na+]. Product: [C:24]([O:28][C:29]([N:31]1[CH2:36][CH2:35][N:34]([C:15]([C:12]2[CH:13]=[CH:14][N:10]([C:7]3[CH:6]=[CH:5][C:4]([N+:1]([O-:3])=[O:2])=[CH:9][CH:8]=3)[C:11]=2[C:18]2[CH:19]=[CH:20][CH:21]=[CH:22][CH:23]=2)=[O:16])[CH:33]([CH2:37][C:38]2[CH:39]=[CH:40][CH:41]=[CH:42][CH:43]=2)[CH2:32]1)=[O:30])([CH3:27])([CH3:25])[CH3:26]. The catalyst class is: 3. (7) Reactant: [CH2:1]([C@@H:8]1[CH2:12][O:11][C:10](=[O:13])[N:9]1[C:14](=[O:39])[C@@H:15]([CH3:38])[C@H:16]([OH:37])[C@H:17]([O:27][CH2:28][C:29]1[CH:34]=[CH:33][C:32]([O:35][CH3:36])=[CH:31][CH:30]=1)[CH2:18][CH:19]([SeH])C1C=CC=CC=1)[C:2]1[CH:7]=[CH:6][CH:5]=[CH:4][CH:3]=1.C([C@@H]1COC(=O)N1C(=O)[C@H](C)[C@@H](O)[C@H](OCC1C=CC(OC)=CC=1)CC([SeH])C1C=CC=CC=1)C1C=CC=CC=1.I([O-])(=O)(=O)=O.C([N+](CCCC)(CCCC)CCCC)CCC. Product: [CH2:1]([C@@H:8]1[CH2:12][O:11][C:10](=[O:13])[N:9]1[C:14](=[O:39])[C@@H:15]([CH3:38])[C@H:16]([OH:37])[C@H:17]([O:27][CH2:28][C:29]1[CH:34]=[CH:33][C:32]([O:35][CH3:36])=[CH:31][CH:30]=1)[CH:18]=[CH2:19])[C:2]1[CH:7]=[CH:6][CH:5]=[CH:4][CH:3]=1. The catalyst class is: 22.